Task: Predict the reaction yield, written as a fraction of the theoretical maximum amount of product (1.0 means a 100% yield; for example, 0.34 means a 34% yield).. Dataset: Reaction yield outcomes from USPTO patents with 853,638 reactions (1) The reactants are [CH:1]1[C:10]2[C:5](=[CH:6][CH:7]=[CH:8][CH:9]=2)[CH:4]=[CH:3][C:2]=1[CH:11]=O.[N+:13]([CH3:16])([O-:15])=[O:14].[OH-].[Na+]. The catalyst is C(O)C. The product is [N+:13]([CH:16]=[CH:11][C:2]1[CH:3]=[CH:4][C:5]2[C:10](=[CH:9][CH:8]=[CH:7][CH:6]=2)[CH:1]=1)([O-:15])=[O:14]. The yield is 0.842. (2) The reactants are Cl.Cl.[F:3][C:4]1[CH:5]=[C:6]([C@@H:11]2[CH2:15][N:14]([C:16]3[CH:17]=[N:18][N:19]([CH2:21][C:22]4[CH:27]=[CH:26][C:25]([O:28][CH3:29])=[CH:24][CH:23]=4)[CH:20]=3)[CH2:13][C@H:12]2[NH2:30])[CH:7]=[CH:8][C:9]=1[F:10].CCN(C(C)C)C(C)C.[Si:40]([O:47][C@@H:48]([CH3:73])[CH2:49][O:50][C:51]1[C:55]([CH3:56])=[C:54]([NH:57][C:58](=O)[O:59]C2C=CC=CC=2)[N:53]([C:67]2[CH:72]=[CH:71][CH:70]=[CH:69][CH:68]=2)[N:52]=1)([C:43]([CH3:46])([CH3:45])[CH3:44])([CH3:42])[CH3:41]. The catalyst is CC(N(C)C)=O. The product is [Si:40]([O:47][C@@H:48]([CH3:73])[CH2:49][O:50][C:51]1[C:55]([CH3:56])=[C:54]([NH:57][C:58]([NH:30][C@H:12]2[C@H:11]([C:6]3[CH:7]=[CH:8][C:9]([F:10])=[C:4]([F:3])[CH:5]=3)[CH2:15][N:14]([C:16]3[CH:17]=[N:18][N:19]([CH2:21][C:22]4[CH:27]=[CH:26][C:25]([O:28][CH3:29])=[CH:24][CH:23]=4)[CH:20]=3)[CH2:13]2)=[O:59])[N:53]([C:67]2[CH:68]=[CH:69][CH:70]=[CH:71][CH:72]=2)[N:52]=1)([C:43]([CH3:46])([CH3:44])[CH3:45])([CH3:41])[CH3:42]. The yield is 0.680. (3) The reactants are I[C:2]1[CH:7]=[CH:6][C:5]([C:8]2[CH:13]=[CH:12][C:11]([N:14]([C:21](=O)[CH3:22])[C:15]3[CH:20]=[CH:19][CH:18]=[CH:17][CH:16]=3)=[CH:10][CH:9]=2)=[CH:4][CH:3]=1.[C:24]1([NH:30]C2C=CC=CC=2)[CH:29]=[CH:28][CH:27]=[CH:26][CH:25]=1.C(=O)([O-])[O-].[K+].[K+].[N+]([C:46]1[CH:51]=CC=[CH:48][CH:47]=1)([O-])=O.[OH-].[K+]. The catalyst is C(O)CC(C)C.[Cu].O. The product is [C:15]1([N:14]([C:21]2[CH:22]=[CH:48][CH:47]=[CH:46][CH:51]=2)[C:11]2[CH:12]=[CH:13][C:8]([C:5]3[CH:6]=[CH:7][C:2]([NH:30][C:24]4[CH:29]=[CH:28][CH:27]=[CH:26][CH:25]=4)=[CH:3][CH:4]=3)=[CH:9][CH:10]=2)[CH:20]=[CH:19][CH:18]=[CH:17][CH:16]=1. The yield is 0.722. (4) The reactants are [Cl:1][C:2]1[CH:7]=[C:6]([Cl:8])[CH:5]=[CH:4][C:3]=1[C:9]1[O:10][C:11]([CH:26]([CH3:28])[CH3:27])=[C:12]([CH2:14][CH2:15][C:16]([C:18]2[CH:23]=[CH:22][C:21]([OH:24])=[C:20]([CH3:25])[CH:19]=2)=[O:17])[N:13]=1.C(=O)([O-])[O-].[K+].[K+].Br[CH2:36][C:37]([O:39][CH2:40][CH3:41])=[O:38]. The catalyst is CC(C)=O. The product is [Cl:1][C:2]1[CH:7]=[C:6]([Cl:8])[CH:5]=[CH:4][C:3]=1[C:9]1[O:10][C:11]([CH:26]([CH3:28])[CH3:27])=[C:12]([CH2:14][CH2:15][C:16]([C:18]2[CH:23]=[CH:22][C:21]([O:24][CH2:36][C:37]([O:39][CH2:40][CH3:41])=[O:38])=[C:20]([CH3:25])[CH:19]=2)=[O:17])[N:13]=1. The yield is 0.920. (5) The reactants are [CH2:1]([O:3][C:4]([C@H:6]1[C@@H:11]([NH2:12])[C@H:10]2[CH2:13][C@@H:7]1[CH2:8][CH2:9]2)=[O:5])[CH3:2].[CH:14](=O)[CH2:15][CH:16]([CH3:18])[CH3:17].C([BH3-])#N.[Na+].C(=O)(O)[O-].[Na+]. The catalyst is CO.C(O)(=O)C. The product is [CH2:1]([O:3][C:4]([C@H:6]1[C@@H:11]([NH:12][CH2:14][CH2:15][CH:16]([CH3:18])[CH3:17])[C@H:10]2[CH2:13][C@@H:7]1[CH2:8][CH2:9]2)=[O:5])[CH3:2]. The yield is 0.630.